From a dataset of Forward reaction prediction with 1.9M reactions from USPTO patents (1976-2016). Predict the product of the given reaction. (1) Given the reactants OC[C:3]([N:5](C)[C@H:6]([CH3:36])[CH2:7][O:8][C:9]1[CH:18]=[CH:17][CH:16]=[C:15]2[C:10]=1[C:11]([NH:19][C:20]1[CH:21]=[C:22]3[C:26](=[CH:27][CH:28]=1)[N:25]([CH2:29][C:30]1[CH:35]=[CH:34][CH:33]=[CH:32][N:31]=1)[N:24]=[CH:23]3)=[N:12][CH:13]=[N:14]2)=O.FC1C=CC=C2C=1C(NC1C=C3C(=CC=1)N(CC1C=CC=CN=1)N=C3)=NC=N2.CN[C@H](C)CO, predict the reaction product. The product is: [CH3:3][NH:5][C@H:6]([CH3:36])[CH2:7][O:8][C:9]1[CH:18]=[CH:17][CH:16]=[C:15]2[C:10]=1[C:11]([NH:19][C:20]1[CH:21]=[C:22]3[C:26](=[CH:27][CH:28]=1)[N:25]([CH2:29][C:30]1[CH:35]=[CH:34][CH:33]=[CH:32][N:31]=1)[N:24]=[CH:23]3)=[N:12][CH:13]=[N:14]2. (2) Given the reactants [O:1]1[CH2:5][CH2:4][O:3][CH:2]1[CH2:6][C:7]1[CH:8]=[C:9]([CH2:13][OH:14])[CH:10]=[CH:11][CH:12]=1, predict the reaction product. The product is: [O:1]1[CH2:5][CH2:4][O:3][CH:2]1[CH2:6][C:7]1[CH:8]=[C:9]([CH:10]=[CH:11][CH:12]=1)[CH:13]=[O:14]. (3) Given the reactants [C:1]([O:5][C:6](=[O:32])[N:7]([CH:9]1[CH2:14][CH2:13][CH:12]([NH:15][CH2:16][C:17]2[CH:22]=[C:21]([C:23]3[CH:28]=[CH:27][N:26]=[C:25]([CH3:29])[CH:24]=3)[CH:20]=[CH:19][C:18]=2[O:30][CH3:31])[CH2:11][CH2:10]1)[CH3:8])([CH3:4])([CH3:3])[CH3:2].[Cl:33][C:34]1[C:35]2[C:45]([F:46])=[CH:44][CH:43]=[CH:42][C:36]=2[S:37][C:38]=1[C:39](Cl)=[O:40], predict the reaction product. The product is: [C:1]([O:5][C:6](=[O:32])[N:7]([CH:9]1[CH2:10][CH2:11][CH:12]([N:15]([C:39]([C:38]2[S:37][C:36]3[CH:42]=[CH:43][CH:44]=[C:45]([F:46])[C:35]=3[C:34]=2[Cl:33])=[O:40])[CH2:16][C:17]2[CH:22]=[C:21]([C:23]3[CH:28]=[CH:27][N:26]=[C:25]([CH3:29])[CH:24]=3)[CH:20]=[CH:19][C:18]=2[O:30][CH3:31])[CH2:13][CH2:14]1)[CH3:8])([CH3:4])([CH3:3])[CH3:2]. (4) Given the reactants Br[C:2]1[N:19]=[C:5]2[C:6]([O:17][CH3:18])=[CH:7][C:8]([C:10]([O:12][C:13]([CH3:16])([CH3:15])[CH3:14])=[O:11])=[CH:9][N:4]2[N:3]=1.[Cl:20][C:21]1[CH:22]=[C:23]([C@H:27]([NH2:29])[CH3:28])[CH:24]=[CH:25][CH:26]=1.C(=O)([O-])[O-].[K+].[K+].CC(C1C=C(C(C)C)C(C2C(P(C3CCCCC3)C3CCCCC3)=C(OC)C=CC=2OC)=C(C(C)C)C=1)C, predict the reaction product. The product is: [Cl:20][C:21]1[CH:22]=[C:23]([C@H:27]([NH:29][C:2]2[N:19]=[C:5]3[C:6]([O:17][CH3:18])=[CH:7][C:8]([C:10]([O:12][C:13]([CH3:16])([CH3:15])[CH3:14])=[O:11])=[CH:9][N:4]3[N:3]=2)[CH3:28])[CH:24]=[CH:25][CH:26]=1.